From a dataset of Forward reaction prediction with 1.9M reactions from USPTO patents (1976-2016). Predict the product of the given reaction. Given the reactants [CH3:1][N:2]1[C:6]([N:7]([C:15]([O:17]CC(Cl)(Cl)Cl)=O)C(OC(Cl)(Cl)Cl)=O)=[CH:5][CH:4]=[N:3]1.[F:23][C:24]1[CH:29]=[CH:28][C:27]([C:30]2[N:31]=[C:32]([N:35]3[CH2:40][CH2:39][NH:38][CH2:37][CH2:36]3)[S:33][CH:34]=2)=[CH:26][CH:25]=1.C(N(C(C)C)CC)(C)C.O, predict the reaction product. The product is: [F:23][C:24]1[CH:29]=[CH:28][C:27]([C:30]2[N:31]=[C:32]([N:35]3[CH2:36][CH2:37][N:38]([C:15]([NH:7][C:6]4[N:2]([CH3:1])[N:3]=[CH:4][CH:5]=4)=[O:17])[CH2:39][CH2:40]3)[S:33][CH:34]=2)=[CH:26][CH:25]=1.